This data is from Reaction yield outcomes from USPTO patents with 853,638 reactions. The task is: Predict the reaction yield, written as a fraction of the theoretical maximum amount of product (1.0 means a 100% yield; for example, 0.34 means a 34% yield). (1) The reactants are [Si]([O:8][CH2:9][CH2:10][N:11]([C:19]1[C:20]([Cl:30])=[N:21][N:22]([C:24]2[CH:25]=[N:26][CH:27]=[CH:28][CH:29]=2)[CH:23]=1)[C:12](=[O:18])[CH:13]([CH3:17])[CH2:14][S:15][CH3:16])(C(C)(C)C)(C)C.[F-].C([N+](CCCC)(CCCC)CCCC)CCC. The catalyst is O1CCCC1.[Cl-].[Na+].O. The product is [Cl:30][C:20]1[C:19]([N:11]([CH2:10][CH2:9][OH:8])[C:12](=[O:18])[CH:13]([CH3:17])[CH2:14][S:15][CH3:16])=[CH:23][N:22]([C:24]2[CH:25]=[N:26][CH:27]=[CH:28][CH:29]=2)[N:21]=1. The yield is 0.565. (2) The reactants are [NH2:1][C:2]1[CH:7]=[CH:6][C:5]([C:8]2[C:12]([C:13]3[CH:18]=[CH:17][N:16]=[C:15]4[N:19](S(C5C=CC=CC=5)(=O)=O)[C:20]([C:22]5[CH:23]=[N:24][C:25]([N:28]6[CH2:33][CH2:32][N:31]([C:34]([O:36][C:37]([CH3:40])([CH3:39])[CH3:38])=[O:35])[CH2:30][CH2:29]6)=[N:26][CH:27]=5)=[CH:21][C:14]=34)=[CH:11][N:10]([CH3:50])[N:9]=2)=[CH:4][CH:3]=1.[OH-].[Na+]. The catalyst is CO. The product is [NH2:1][C:2]1[CH:3]=[CH:4][C:5]([C:8]2[C:12]([C:13]3[CH:18]=[CH:17][N:16]=[C:15]4[NH:19][C:20]([C:22]5[CH:27]=[N:26][C:25]([N:28]6[CH2:29][CH2:30][N:31]([C:34]([O:36][C:37]([CH3:39])([CH3:38])[CH3:40])=[O:35])[CH2:32][CH2:33]6)=[N:24][CH:23]=5)=[CH:21][C:14]=34)=[CH:11][N:10]([CH3:50])[N:9]=2)=[CH:6][CH:7]=1. The yield is 0.990. (3) The reactants are [Br:1][C:2]1[CH:7]=[CH:6][CH:5]=[CH:4][C:3]=1[NH:8][C:9]([NH:11][C:12]1[CH:17]=[CH:16][C:15]([Cl:18])=[C:14]([S:19]([NH:22][CH2:23][CH2:24][CH2:25][CH2:26][CH:27]([NH:31]C(OC(C)(C)C)=O)[C:28]([OH:30])=[O:29])(=[O:21])=[O:20])[C:13]=1[OH:39])=[O:10].[F:40][C:41]([F:46])([F:45])[C:42]([OH:44])=[O:43]. No catalyst specified. The product is [F:40][C:41]([F:46])([F:45])[C:42]([OH:44])=[O:43].[NH2:31][CH:27]([C:28]([OH:30])=[O:29])[CH2:26][CH2:25][CH2:24][CH2:23][NH:22][S:19]([C:14]1[C:13]([OH:39])=[C:12]([NH:11][C:9]([NH:8][C:3]2[CH:4]=[CH:5][CH:6]=[CH:7][C:2]=2[Br:1])=[O:10])[CH:17]=[CH:16][C:15]=1[Cl:18])(=[O:21])=[O:20]. The yield is 0.660.